Dataset: Catalyst prediction with 721,799 reactions and 888 catalyst types from USPTO. Task: Predict which catalyst facilitates the given reaction. (1) Reactant: [N:1]1[C:6]2[NH:7][CH:8]=[CH:9][C:5]=2[CH:4]=[N:3][CH:2]=1.[F:10][C:11]1[C:16]([CH:17]=[O:18])=[C:15]([F:19])[CH:14]=[CH:13][C:12]=1[NH:20][S:21]([CH2:24][CH2:25][CH3:26])(=[O:23])=[O:22].[OH-].[K+].[Cl-].[NH4+]. Product: [F:10][C:11]1[C:16]([CH:17]([OH:18])[C:9]2[C:5]3[CH:4]=[N:3][CH:2]=[N:1][C:6]=3[NH:7][CH:8]=2)=[C:15]([F:19])[CH:14]=[CH:13][C:12]=1[NH:20][S:21]([CH2:24][CH2:25][CH3:26])(=[O:23])=[O:22]. The catalyst class is: 72. (2) Reactant: Cl.[CH:2]([C:5]1[C:6]([O:34]COC)=[CH:7][C:8]([O:30]COC)=[C:9]([C:11]2[N:12]([C:17]3[CH:22]=[CH:21][C:20]([CH2:23][N:24]4[CH2:29][CH2:28][O:27][CH2:26][CH2:25]4)=[CH:19][CH:18]=3)[C:13](=[O:16])[NH:14][N:15]=2)[CH:10]=1)([CH3:4])[CH3:3].C(=O)([O-])O.[Na+]. Product: [OH:30][C:8]1[CH:7]=[C:6]([OH:34])[C:5]([CH:2]([CH3:4])[CH3:3])=[CH:10][C:9]=1[C:11]1[N:12]([C:17]2[CH:18]=[CH:19][C:20]([CH2:23][N:24]3[CH2:25][CH2:26][O:27][CH2:28][CH2:29]3)=[CH:21][CH:22]=2)[C:13](=[O:16])[NH:14][N:15]=1. The catalyst class is: 5. (3) Reactant: [CH:1]1[CH:2]=[CH:3][C:4]([C@@H:7]([N:15]2[CH2:20][CH2:19][N:18]([CH2:21][CH2:22][O:23][CH2:24][C:25]([OH:27])=[O:26])[CH2:17][CH2:16]2)[C:8]2[CH:9]=[CH:10][C:11]([Cl:14])=[CH:12][CH:13]=2)=[CH:5][CH:6]=1.Cl.Cl.[OH-].[Na+]. Product: [CH:1]1[CH:2]=[CH:3][C:4]([C@@H:7]([N:15]2[CH2:20][CH2:19][N:18]([CH2:21][CH2:22][O:23][CH2:24][C:25]([OH:27])=[O:26])[CH2:17][CH2:16]2)[C:8]2[CH:9]=[CH:10][C:11]([Cl:14])=[CH:12][CH:13]=2)=[CH:5][CH:6]=1. The catalyst class is: 6. (4) Reactant: [CH:1]1([C:7]([OH:9])=O)[CH2:6][CH2:5][CH2:4][CH2:3][CH2:2]1.[NH:10]1[C:14]2[CH:15]=[CH:16][CH:17]=[CH:18][C:13]=2[N:12]=[C:11]1[C:19]1[C:23]([NH2:24])=[CH:22][NH:21][N:20]=1.C(Cl)CCl.C1C=CC2N(O)N=NC=2C=1. Product: [NH:12]1[C:13]2[CH:18]=[CH:17][CH:16]=[CH:15][C:14]=2[N:10]=[C:11]1[C:19]1[C:23]([NH:24][C:7]([CH:1]2[CH2:2][CH2:3][CH2:4][CH2:5][CH2:6]2)=[O:9])=[CH:22][NH:21][N:20]=1. The catalyst class is: 16. (5) Reactant: Br[C:2]1[C:10]2[S:9][C:8]([NH:11][C:12]([NH:14][CH2:15][CH3:16])=[O:13])=[N:7][C:6]=2[CH:5]=[C:4]([C:17]2[CH:18]=[N:19][C:20]([N:23]3[CH2:28][CH2:27][C:26]([CH3:34])([C:29]([O:31]CC)=[O:30])[CH2:25][CH2:24]3)=[N:21][CH:22]=2)[CH:3]=1.[CH3:35][O:36][C:37]1[S:38][CH:39]=[C:40]([Sn](CCCC)(CCCC)CCCC)[N:41]=1. Product: [CH2:15]([NH:14][C:12]([NH:11][C:8]1[S:9][C:10]2[C:2]([C:40]3[N:41]=[C:37]([O:36][CH3:35])[S:38][CH:39]=3)=[CH:3][C:4]([C:17]3[CH:22]=[N:21][C:20]([N:23]4[CH2:24][CH2:25][C:26]([CH3:34])([C:29]([OH:31])=[O:30])[CH2:27][CH2:28]4)=[N:19][CH:18]=3)=[CH:5][C:6]=2[N:7]=1)=[O:13])[CH3:16]. The catalyst class is: 128. (6) Reactant: Cl.[CH3:2][S:3]([NH:6][C:7]1[CH:12]=[CH:11][C:10]([NH:13][CH2:14][C:15]([OH:17])=O)=[CH:9][CH:8]=1)(=[O:5])=[O:4].[O:18]([CH:25]1[CH2:30][CH2:29][NH:28][CH2:27][CH2:26]1)[C:19]1[CH:24]=[CH:23][CH:22]=[CH:21][CH:20]=1. Product: [O:17]=[C:15]([N:28]1[CH2:29][CH2:30][CH:25]([O:18][C:19]2[CH:24]=[CH:23][CH:22]=[CH:21][CH:20]=2)[CH2:26][CH2:27]1)[CH2:14][NH:13][C:10]1[CH:9]=[CH:8][C:7]([NH:6][S:3]([CH3:2])(=[O:4])=[O:5])=[CH:12][CH:11]=1. The catalyst class is: 27.